Dataset: Full USPTO retrosynthesis dataset with 1.9M reactions from patents (1976-2016). Task: Predict the reactants needed to synthesize the given product. Given the product [CH3:35][C:34]1[C:25]([C:18]2[CH:19]=[C:20]([CH:23]=[CH:24][C:17]=2[O:16][C:15]([F:14])([F:41])[F:40])[CH:21]=[C:11]2[S:7][C:8](=[O:13])[NH:9][C:10]2=[O:12])=[CH:26][C:27]2[C:28]([CH3:39])([CH3:38])[CH2:29][CH2:30][C:31]([CH3:36])([CH3:37])[C:32]=2[CH:33]=1, predict the reactants needed to synthesize it. The reactants are: N1CCCCC1.[S:7]1[CH2:11][C:10](=[O:12])[NH:9][C:8]1=[O:13].[F:14][C:15]([F:41])([F:40])[O:16][C:17]1[CH:24]=[CH:23][C:20]([CH:21]=O)=[CH:19][C:18]=1[C:25]1[C:34]([CH3:35])=[CH:33][C:32]2[C:31]([CH3:37])([CH3:36])[CH2:30][CH2:29][C:28]([CH3:39])([CH3:38])[C:27]=2[CH:26]=1.